The task is: Regression. Given a peptide amino acid sequence and an MHC pseudo amino acid sequence, predict their binding affinity value. This is MHC class I binding data.. This data is from Peptide-MHC class I binding affinity with 185,985 pairs from IEDB/IMGT. (1) The peptide sequence is AENCYNLEI. The MHC is HLA-A02:11 with pseudo-sequence HLA-A02:11. The binding affinity (normalized) is 0.0847. (2) The peptide sequence is ILLKALYML. The MHC is HLA-A24:03 with pseudo-sequence HLA-A24:03. The binding affinity (normalized) is 0.483. (3) The peptide sequence is VTCAMFTCKK. The MHC is HLA-A03:01 with pseudo-sequence HLA-A03:01. The binding affinity (normalized) is 0.588. (4) The peptide sequence is QRRQRKRRWR. The MHC is Mamu-B03 with pseudo-sequence Mamu-B03. The binding affinity (normalized) is 0.641. (5) The peptide sequence is APERQRLLP. The MHC is HLA-A02:01 with pseudo-sequence HLA-A02:01. The binding affinity (normalized) is 0. (6) The peptide sequence is KMFHGGLRY. The MHC is HLA-B08:01 with pseudo-sequence HLA-B08:01. The binding affinity (normalized) is 0.0847. (7) The peptide sequence is TALQNAASI. The MHC is H-2-Db with pseudo-sequence H-2-Db. The binding affinity (normalized) is 0.929. (8) The peptide sequence is FTARIIIFS. The binding affinity (normalized) is 0.0847. The MHC is HLA-B27:03 with pseudo-sequence HLA-B27:03. (9) The peptide sequence is TMPNESRVK. The MHC is HLA-A11:01 with pseudo-sequence HLA-A11:01. The binding affinity (normalized) is 0.368.